Dataset: Full USPTO retrosynthesis dataset with 1.9M reactions from patents (1976-2016). Task: Predict the reactants needed to synthesize the given product. Given the product [Br:1][C:2]1[CH:3]=[C:4]([C:8]2[CH:9]=[C:10]([NH2:11])[NH:15][N:14]=2)[CH:5]=[CH:6][CH:7]=1, predict the reactants needed to synthesize it. The reactants are: [Br:1][C:2]1[CH:3]=[C:4]([C:8](=O)[CH2:9][C:10]#[N:11])[CH:5]=[CH:6][CH:7]=1.O.[NH2:14][NH2:15].